Dataset: CYP3A4 inhibition data for predicting drug metabolism from PubChem BioAssay. Task: Regression/Classification. Given a drug SMILES string, predict its absorption, distribution, metabolism, or excretion properties. Task type varies by dataset: regression for continuous measurements (e.g., permeability, clearance, half-life) or binary classification for categorical outcomes (e.g., BBB penetration, CYP inhibition). Dataset: cyp3a4_veith. The molecule is Cc1nn(-c2ccc(Cl)cc2)c2sc(C(=O)c3c(N)n(C)c(=O)n(C)c3=O)cc12. The result is 0 (non-inhibitor).